From a dataset of Forward reaction prediction with 1.9M reactions from USPTO patents (1976-2016). Predict the product of the given reaction. (1) Given the reactants Br[C:2]1[CH:3]=[C:4]2[CH2:10][CH2:9][N:8]([Si:11]([C:14]([CH3:17])([CH3:16])[CH3:15])([CH3:13])[CH3:12])[C:5]2=[N:6][CH:7]=1.C([Li])(C)(C)C.CCCCC.[CH2:28]([Sn:32](I)([CH2:37][CH2:38][CH2:39][CH3:40])[CH2:33][CH2:34][CH2:35][CH3:36])[CH2:29][CH2:30][CH3:31], predict the reaction product. The product is: [C:14]([Si:11]([CH3:13])([CH3:12])[N:8]1[C:5]2=[N:6][CH:7]=[C:2]([Sn:32]([CH2:33][CH2:34][CH2:35][CH3:36])([CH2:37][CH2:38][CH2:39][CH3:40])[CH2:28][CH2:29][CH2:30][CH3:31])[CH:3]=[C:4]2[CH2:10][CH2:9]1)([CH3:17])([CH3:16])[CH3:15]. (2) Given the reactants Cl[C:2]1[N:15]=[C:14]([O:16][CH2:17][C:18]([F:21])([F:20])[F:19])[CH:13]=[CH:12][C:3]=1[C:4]([O:6][CH2:7]C(F)(F)F)=[O:5].[CH3:22][O-:23].[Na+].[Cl-].[NH4+], predict the reaction product. The product is: [CH3:22][O:23][C:2]1[N:15]=[C:14]([O:16][CH2:17][C:18]([F:21])([F:20])[F:19])[CH:13]=[CH:12][C:3]=1[C:4]([O:6][CH3:7])=[O:5]. (3) The product is: [Br:17][C:3]1[C:4](=[O:16])[N:5]([CH2:8][C:9]2[CH:14]=[CH:13][CH:12]=[C:11]([F:15])[CH:10]=2)[CH:6]=[CH:7][C:2]=1[NH:1][C:28](=[O:29])[C:27]1[C:26]([F:25])=[CH:34][CH:33]=[CH:32][C:31]=1[F:35]. Given the reactants [NH2:1][C:2]1[CH:7]=[CH:6][N:5]([CH2:8][C:9]2[CH:14]=[CH:13][CH:12]=[C:11]([F:15])[CH:10]=2)[C:4](=[O:16])[C:3]=1[Br:17].C(N(CC)CC)C.[F:25][C:26]1[CH:34]=[CH:33][CH:32]=[C:31]([F:35])[C:27]=1[C:28](Cl)=[O:29].[OH-].[Na+], predict the reaction product. (4) Given the reactants [C:1]1([CH2:7][C:8](Cl)=[O:9])[CH:6]=[CH:5][CH:4]=[CH:3][CH:2]=1.[N:11]#[C:12][NH2:13].[Na], predict the reaction product. The product is: [C:1]1([CH2:7][C:8]([NH:13][C:12]#[N:11])=[O:9])[CH:6]=[CH:5][CH:4]=[CH:3][CH:2]=1. (5) Given the reactants [Cl:1][C:2]1[CH:9]=[N:8][CH:7]=[CH:6][C:3]=1[CH:4]=[O:5].C(O)C.[BH4-].[Na+], predict the reaction product. The product is: [Cl:1][C:2]1[CH:9]=[N:8][CH:7]=[CH:6][C:3]=1[CH2:4][OH:5]. (6) Given the reactants [CH2:1]([O:3][C:4]([NH:6][C:7]1[C:15]2[NH:14][C:13]3[CH2:16][CH2:17][N:18]([C:20]([O:22][C:23](C)(C)[CH3:24])=[O:21])[CH2:19][C:12]=3[C:11]=2[CH:10]=[CH:9][CH:8]=1)=[O:5])[CH3:2].C(O)(C(F)(F)F)=O.C([O-])([O-])=O.[K+].[K+].ClC(OCC)=O, predict the reaction product. The product is: [CH2:1]([O:3][C:4]([NH:6][C:7]1[C:15]2[NH:14][C:13]3[CH2:16][CH2:17][N:18]([C:20]([O:22][CH2:23][CH3:24])=[O:21])[CH2:19][C:12]=3[C:11]=2[CH:10]=[CH:9][CH:8]=1)=[O:5])[CH3:2].